From a dataset of Full USPTO retrosynthesis dataset with 1.9M reactions from patents (1976-2016). Predict the reactants needed to synthesize the given product. (1) The reactants are: [CH3:1][C:2]1[CH:23]=[CH:22][CH:21]=[CH:20][C:3]=1[CH:4]=[C:5]1[C:11]2[CH:12]=[CH:13][CH:14]=[CH:15][C:10]=2[CH2:9][CH2:8][C:7]2[CH:16]=[CH:17][CH:18]=[CH:19][C:6]1=2.C(OCC)(=O)C.[H][H]. Given the product [CH3:1][C:2]1[CH:23]=[CH:22][CH:21]=[CH:20][C:3]=1[CH2:4][CH:5]1[C:6]2[CH:19]=[CH:18][CH:17]=[CH:16][C:7]=2[CH2:8][CH2:9][C:10]2[CH:15]=[CH:14][CH:13]=[CH:12][C:11]1=2, predict the reactants needed to synthesize it. (2) Given the product [NH:2]1[C:6]([CH2:7][NH:8][S:22]([C:19]2[CH:18]=[CH:17][C:16]([C:13]3[CH:14]=[CH:15][C:10]([Cl:9])=[CH:11][CH:12]=3)=[CH:21][CH:20]=2)(=[O:23])=[O:24])=[CH:5][N:4]=[N:3]1, predict the reactants needed to synthesize it. The reactants are: Cl.[NH:2]1[C:6]([CH2:7][NH2:8])=[CH:5][N:4]=[N:3]1.[Cl:9][C:10]1[CH:15]=[CH:14][C:13]([C:16]2[CH:21]=[CH:20][C:19]([S:22](Cl)(=[O:24])=[O:23])=[CH:18][CH:17]=2)=[CH:12][CH:11]=1. (3) Given the product [C:1]([N:4]1[C:13]2[C:8](=[CH:9][C:10]([C:14]3[N:33]=[N:34][NH:35][CH:15]=3)=[CH:11][CH:12]=2)[C@H:7]([NH:16][C:17]2[N:18]=[CH:19][CH:20]=[CH:21][N:22]=2)[CH2:6][C@@H:5]1[CH3:23])(=[O:3])[CH3:2], predict the reactants needed to synthesize it. The reactants are: [C:1]([N:4]1[C:13]2[C:8](=[CH:9][C:10]([C:14]#[CH:15])=[CH:11][CH:12]=2)[C@H:7]([NH:16][C:17]2[N:22]=[CH:21][CH:20]=[CH:19][N:18]=2)[CH2:6][C@@H:5]1[CH3:23])(=[O:3])[CH3:2].CN(C)C=O.C[Si]([N:33]=[N+:34]=[N-:35])(C)C. (4) The reactants are: [NH2:1][CH2:2][C:3]1[C:4]([Cl:20])=[C:5]([O:10][C:11]2[CH:12]=[C:13]([CH:16]=[C:17]([Cl:19])[CH:18]=2)[C:14]#[N:15])[C:6]([F:9])=[CH:7][CH:8]=1.[Cl:21][C:22]1[N:23]=[C:24]([CH3:30])[NH:25][C:26]=1[C:27](O)=[O:28].C(Cl)CCl.C1C=CC2N(O)N=NC=2C=1. Given the product [Cl:21][C:22]1[N:23]=[C:24]([CH3:30])[NH:25][C:26]=1[C:27]([NH:1][CH2:2][C:3]1[CH:8]=[CH:7][C:6]([F:9])=[C:5]([O:10][C:11]2[CH:12]=[C:13]([C:14]#[N:15])[CH:16]=[C:17]([Cl:19])[CH:18]=2)[C:4]=1[Cl:20])=[O:28], predict the reactants needed to synthesize it. (5) Given the product [Cl:1][C:2]1[N:7]=[C:6]([NH:8][C:9](=[O:15])[O:10][C:11]([CH3:14])([CH3:13])[CH3:12])[C:5]([CH:16]=[N:25][OH:18])=[CH:4][CH:3]=1, predict the reactants needed to synthesize it. The reactants are: [Cl:1][C:2]1[N:7]=[C:6]([NH:8][C:9](=[O:15])[O:10][C:11]([CH3:14])([CH3:13])[CH3:12])[C:5]([CH:16]=O)=[CH:4][CH:3]=1.[OH2:18].C([O-])(=O)C.[Na+].Cl.[NH2:25]O.